From a dataset of Peptide-MHC class I binding affinity with 185,985 pairs from IEDB/IMGT. Regression. Given a peptide amino acid sequence and an MHC pseudo amino acid sequence, predict their binding affinity value. This is MHC class I binding data. (1) The peptide sequence is GYCLTKWMI. The MHC is H-2-Db with pseudo-sequence H-2-Db. The binding affinity (normalized) is 0.342. (2) The peptide sequence is NQDLNGNWY. The MHC is HLA-A03:01 with pseudo-sequence HLA-A03:01. The binding affinity (normalized) is 0.0847. (3) The peptide sequence is VVFEDGLPR. The MHC is HLA-A02:06 with pseudo-sequence HLA-A02:06. The binding affinity (normalized) is 0.0847. (4) The peptide sequence is ETDVMTRGQ. The MHC is HLA-B35:01 with pseudo-sequence HLA-B35:01. The binding affinity (normalized) is 0.0847. (5) The peptide sequence is FMTATPPGTA. The MHC is HLA-A02:03 with pseudo-sequence HLA-A02:03. The binding affinity (normalized) is 0.928. (6) The MHC is HLA-B08:01 with pseudo-sequence HLA-B08:01. The peptide sequence is YRHDGGNVL. The binding affinity (normalized) is 0.277.